Dataset: Peptide-MHC class I binding affinity with 185,985 pairs from IEDB/IMGT. Task: Regression. Given a peptide amino acid sequence and an MHC pseudo amino acid sequence, predict their binding affinity value. This is MHC class I binding data. (1) The peptide sequence is MGNVYVKF. The MHC is Mamu-B52 with pseudo-sequence Mamu-B52. The binding affinity (normalized) is 0.579. (2) The peptide sequence is VPADHRLAF. The MHC is HLA-A69:01 with pseudo-sequence HLA-A69:01. The binding affinity (normalized) is 0.0847. (3) The peptide sequence is TQIRFPAL. The MHC is H-2-Db with pseudo-sequence H-2-Db. The binding affinity (normalized) is 0.0692. (4) The binding affinity (normalized) is 0.895. The peptide sequence is AENLYVTVF. The MHC is HLA-B40:02 with pseudo-sequence HLA-B40:02. (5) The peptide sequence is AIFNNRNLA. The MHC is HLA-A02:03 with pseudo-sequence HLA-A02:03. The binding affinity (normalized) is 0.576. (6) The peptide sequence is LPRIALVRL. The MHC is HLA-B07:02 with pseudo-sequence HLA-B07:02. The binding affinity (normalized) is 0.285. (7) The peptide sequence is NTYLFNILYK. The MHC is HLA-A02:06 with pseudo-sequence HLA-A02:06. The binding affinity (normalized) is 0.171.